This data is from Reaction yield outcomes from USPTO patents with 853,638 reactions. The task is: Predict the reaction yield, written as a fraction of the theoretical maximum amount of product (1.0 means a 100% yield; for example, 0.34 means a 34% yield). (1) The reactants are [NH2:1][C:2]1[CH:7]=[C:6](Cl)[CH:5]=[CH:4][N:3]=1.[OH:9][C:10]1[CH:15]=[CH:14][C:13]([N+:16]([O-:18])=[O:17])=[CH:12][C:11]=1[CH3:19].C(N(C(C)C)CC)(C)C. The catalyst is CN1CCCC1=O. The product is [CH3:19][C:11]1[CH:12]=[C:13]([N+:16]([O-:18])=[O:17])[CH:14]=[CH:15][C:10]=1[O:9][C:6]1[CH:5]=[CH:4][N:3]=[C:2]([NH2:1])[CH:7]=1. The yield is 0.457. (2) The reactants are Cl[C:2]1[N:7]=[C:6]([N:8]2[C:12]3[CH:13]=[CH:14][CH:15]=[C:16]([O:17][CH3:18])[C:11]=3[N:10]=[C:9]2[CH:19]([F:21])[F:20])[N:5]=[C:4]([N:22]2[CH2:27][CH2:26][N:25]([C:28]([O:30][C:31]([CH3:34])([CH3:33])[CH3:32])=[O:29])[CH2:24][CH2:23]2)[N:3]=1.Cl.[CH:36]12[O:43][CH:40]([CH2:41][CH2:42]1)[CH2:39][NH:38][CH2:37]2.CCN(C(C)C)C(C)C. The catalyst is C1COCC1. The product is [F:20][CH:19]([F:21])[C:9]1[N:8]([C:6]2[N:7]=[C:2]([N:38]3[CH2:37][CH:36]4[O:43][CH:40]([CH2:41][CH2:42]4)[CH2:39]3)[N:3]=[C:4]([N:22]3[CH2:23][CH2:24][N:25]([C:28]([O:30][C:31]([CH3:32])([CH3:34])[CH3:33])=[O:29])[CH2:26][CH2:27]3)[N:5]=2)[C:12]2[CH:13]=[CH:14][CH:15]=[C:16]([O:17][CH3:18])[C:11]=2[N:10]=1. The yield is 0.850. (3) The reactants are Br[C:2]1[CH:3]=[CH:4][C:5]2[N:6]([C:8]([CH3:13])([CH3:12])[C:9](=[O:11])[N:10]=2)[CH:7]=1.[Cl:14][C:15]1[CH:16]=[C:17](B(O)O)[CH:18]=[CH:19][CH:20]=1.C(=O)([O-])[O-].[K+].[K+].O1CCOCC1. The catalyst is C1C=CC([P]([Pd]([P](C2C=CC=CC=2)(C2C=CC=CC=2)C2C=CC=CC=2)([P](C2C=CC=CC=2)(C2C=CC=CC=2)C2C=CC=CC=2)[P](C2C=CC=CC=2)(C2C=CC=CC=2)C2C=CC=CC=2)(C2C=CC=CC=2)C2C=CC=CC=2)=CC=1.O. The product is [Cl:14][C:15]1[CH:20]=[C:19]([C:2]2[CH:3]=[CH:4][C:5]3[N:6]([C:8]([CH3:13])([CH3:12])[C:9](=[O:11])[N:10]=3)[CH:7]=2)[CH:18]=[CH:17][CH:16]=1. The yield is 0.630. (4) The reactants are [Cl:1][C:2]1[CH:7]=[CH:6][N:5]=[C:4]([C:8](Cl)=[O:9])[CH:3]=1.[CH3:11][NH2:12]. The catalyst is C1COCC1.CCO.CCOC(C)=O. The product is [Cl:1][C:2]1[CH:7]=[CH:6][N:5]=[C:4]([C:8]([NH:12][CH3:11])=[O:9])[CH:3]=1. The yield is 0.600. (5) The reactants are CC[CH2:3][CH2:4][CH2:5][CH2:6][CH2:7][CH2:8][CH2:9][CH2:10][CH2:11][CH2:12][CH2:13][CH2:14][CH2:15][CH2:16][CH2:17][C:18]([OH:20])=[O:19].CCCCCCCC/C=C\CCCCCCCC(O)=O. No catalyst specified. The product is [CH3:3][CH2:4][CH2:5][CH2:6][CH2:7][CH2:8][CH2:9][CH2:10][CH2:11][CH2:12][CH2:13][CH2:14][CH2:15][CH2:16][CH2:17][C:18]([OH:20])=[O:19]. The yield is 0.0300. (6) The reactants are [OH:1][C:2]1[CH:9]=[CH:8][C:7]([N+:10]([O-:12])=[O:11])=[CH:6][C:3]=1[CH:4]=[O:5].[BH4-].[Na+].Cl. The catalyst is [OH-].[Na+].CO. The product is [OH:5][CH2:4][C:3]1[CH:6]=[C:7]([N+:10]([O-:12])=[O:11])[CH:8]=[CH:9][C:2]=1[OH:1]. The yield is 1.00. (7) The reactants are [C:1]([O:5][C:6](=[O:25])[NH:7][C@H:8]([C:12]1[CH:17]=[C:16]([C:18]2[N:22]([CH3:23])[N:21]=[CH:20][C:19]=2[NH2:24])[CH:15]=[CH:14][N:13]=1)[CH2:9][CH:10]=[CH2:11])([CH3:4])([CH3:3])[CH3:2].[CH3:26][C@H:27]([CH:31]=[CH2:32])[C:28](O)=[O:29].N1C=CC=CC=1.C(P1(=O)OP(CCC)(=O)OP(CCC)(=O)O1)CC. The catalyst is CCOC(C)=O. The product is [C:1]([O:5][C:6](=[O:25])[NH:7][C@H:8]([C:12]1[CH:17]=[C:16]([C:18]2[N:22]([CH3:23])[N:21]=[CH:20][C:19]=2[NH:24][C:28](=[O:29])[C@H:27]([CH3:26])[CH:31]=[CH2:32])[CH:15]=[CH:14][N:13]=1)[CH2:9][CH:10]=[CH2:11])([CH3:2])([CH3:4])[CH3:3]. The yield is 0.340. (8) The reactants are [C:1]([O:4][C@H:5]1[CH2:9][C@H:8]([N:10]2[CH:18]=[N:17][C:16]3[C:11]2=[N:12][CH:13]=[N:14][C:15]=3N)[O:7][C@@H:6]1[CH2:20][O:21][Si:22]([C:25]([CH3:28])([CH3:27])[CH3:26])([CH3:24])[CH3:23])(=[O:3])[CH3:2].C[Si]([Br:33])(C)C.C(ON=O)(C)(C)C.C([O-])(O)=O.[Na+]. The catalyst is C(Br)Br. The product is [C:1]([O:4][C@H:5]1[CH2:9][C@H:8]([N:10]2[CH:18]=[N:17][C:16]3[C:11]2=[N:12][CH:13]=[N:14][C:15]=3[Br:33])[O:7][C@@H:6]1[CH2:20][O:21][Si:22]([C:25]([CH3:28])([CH3:27])[CH3:26])([CH3:24])[CH3:23])(=[O:3])[CH3:2]. The yield is 0.550. (9) The product is [F:11][CH:12]([F:26])[O:13][C:14]1[CH:15]=[C:16]([CH:17]([C:5]2[C:4]3[C:8](=[N:9][CH:10]=[C:2]([Br:1])[CH:3]=3)[NH:7][CH:6]=2)[OH:18])[CH:19]=[C:20]([O:22][CH:23]([F:24])[F:25])[CH:21]=1. The reactants are [Br:1][C:2]1[CH:3]=[C:4]2[C:8](=[N:9][CH:10]=1)[NH:7][CH:6]=[CH:5]2.[F:11][CH:12]([F:26])[O:13][C:14]1[CH:15]=[C:16]([CH:19]=[C:20]([O:22][CH:23]([F:25])[F:24])[CH:21]=1)[CH:17]=[O:18].[OH-].[K+].O. The yield is 0.350. The catalyst is CO. (10) The reactants are [F:1][C:2]1[CH:22]=[CH:21][C:5]([CH2:6][O:7][C:8]2[CH:17]=[C:16]3[C:11]([CH:12]=[C:13]([C:18](=[O:20])[CH3:19])[CH:14]=[N:15]3)=[CH:10][CH:9]=2)=[CH:4][CH:3]=1.B1(C)OC(C2C=CC=CC=2)(C2C=CC=CC=2)[C@H]2N1CCC2.CSC. The catalyst is C1(C)C=CC=CC=1. The product is [F:1][C:2]1[CH:22]=[CH:21][C:5]([CH2:6][O:7][C:8]2[CH:17]=[C:16]3[C:11]([CH:12]=[C:13]([C@@H:18]([OH:20])[CH3:19])[CH:14]=[N:15]3)=[CH:10][CH:9]=2)=[CH:4][CH:3]=1. The yield is 0.170.